This data is from Full USPTO retrosynthesis dataset with 1.9M reactions from patents (1976-2016). The task is: Predict the reactants needed to synthesize the given product. (1) The reactants are: [Cl:1][C:2]1[C:3]([NH:25][C@@H:26]2[C@@H:31]3[CH2:32][C@@H:28]([CH:29]=[CH:30]3)[C@@H:27]2[C:33]([NH2:35])=[O:34])=[N:4][C:5]([NH:8][C:9]2[CH:22]=[CH:21][C:12]3[N:13]([CH2:19][CH3:20])[C:14](=[O:18])[CH2:15][CH2:16][CH2:17][C:11]=3[C:10]=2[O:23][CH3:24])=[N:6][CH:7]=1.[OH2:36].C[N+]1([O-])CCOCC1.[OH2:45]. Given the product [Cl:1][C:2]1[C:3]([NH:25][C@@H:26]2[C@@H:31]3[CH2:32][C@@H:28]([C@@H:29]([OH:45])[C@H:30]3[OH:36])[C@@H:27]2[C:33]([NH2:35])=[O:34])=[N:4][C:5]([NH:8][C:9]2[CH:22]=[CH:21][C:12]3[N:13]([CH2:19][CH3:20])[C:14](=[O:18])[CH2:15][CH2:16][CH2:17][C:11]=3[C:10]=2[O:23][CH3:24])=[N:6][CH:7]=1, predict the reactants needed to synthesize it. (2) The reactants are: [OH2:1].[I-:2].[I-].[I-].[I-].[F:6][C:7]([F:23])([F:22])[C:8]1[C:21]2[C:12](=[S+:13][C:14]3[C:19]([N:20]=2)=[CH:18][CH:17]=[CH:16][CH:15]=3)[CH:11]=[CH:10][CH:9]=1.FC(C1[C:41]2[C:32](=[S+][C:34]3[C:39]([N:40]=2)=CC=CC=3)C=CC=1)(F)F.F[C:43]([C:46]1[C:59]2C(=[S+]C3C(N=2)=CC=CC=3)C=C[CH:47]=1)(F)F.FC(C1[C:77]2C(=[S+]C3C([N:76]=2)=CC=CC=3)C=CC=1)(F)F.[C:78]([N:85]1[CH2:90][CH2:89][NH:88][CH2:87][CH2:86]1)([O:80][C:81]([CH3:84])([CH3:83])[CH3:82])=[O:79].C[OH:92]. Given the product [I-:2].[C:78]([N:85]1[CH2:86][CH2:87][N:88]([C:10]2[C:9]([N:40]3[CH2:39][CH2:34][N:76]([C:77]([O:92][C:46]([CH3:43])([CH3:47])[CH3:59])=[O:1])[CH2:32][CH2:41]3)=[C:8]([C:7]([F:6])([F:22])[F:23])[C:21]3[C:12]([CH:11]=2)=[S+:13][C:14]2[C:19](=[CH:18][CH:17]=[CH:16][CH:15]=2)[N:20]=3)[CH2:89][CH2:90]1)([O:80][C:81]([CH3:84])([CH3:83])[CH3:82])=[O:79], predict the reactants needed to synthesize it. (3) Given the product [CH:53]1([O:52][C:51]([NH:1][C@@H:2]2[C:16](=[O:17])[N:15]3[CH2:18][C@H:19]([O:21][C:22]4[C:23]5[S:37][CH:36]=[CH:35][C:24]=5[N:25]=[C:26]([C:28]5[N:32]([CH3:33])[N:31]=[C:30]([CH3:34])[CH:29]=5)[N:27]=4)[CH2:20][C@H:14]3[C:13](=[O:38])[NH:12][C@:11]3([C:40]([O:42][CH3:43])=[O:41])[CH2:39][C@H:10]3[CH:9]=[CH:8][CH2:7][CH2:6][CH2:5][CH2:4][CH2:3]2)=[O:58])[CH2:57][CH2:56][CH2:55][CH2:54]1, predict the reactants needed to synthesize it. The reactants are: [NH2:1][C@@H:2]1[C:16](=[O:17])[N:15]2[CH2:18][C@H:19]([O:21][C:22]3[C:23]4[S:37][CH:36]=[CH:35][C:24]=4[N:25]=[C:26]([C:28]4[N:32]([CH3:33])[N:31]=[C:30]([CH3:34])[CH:29]=4)[N:27]=3)[CH2:20][C@H:14]2[C:13](=[O:38])[NH:12][C@:11]2([C:40]([O:42][CH3:43])=[O:41])[CH2:39][C@H:10]2[CH:9]=[CH:8][CH2:7][CH2:6][CH2:5][CH2:4][CH2:3]1.C(N(CC)CC)C.[C:51](=O)([O:58]C1C=CC([N+]([O-])=O)=CC=1)[O:52][CH:53]1[CH2:57][CH2:56][CH2:55][CH2:54]1.C(=O)(O)[O-].[Na+]. (4) Given the product [NH2:11][C:7]1[CH:6]=[C:5]2[C:10](=[CH:9][CH:8]=1)[N:2]([CH3:1])[C:3](=[O:14])[CH2:4]2, predict the reactants needed to synthesize it. The reactants are: [CH3:1][N:2]1[C:10]2[C:5](=[CH:6][C:7]([N+:11]([O-])=O)=[CH:8][CH:9]=2)[CH2:4][C:3]1=[O:14].[Cl-].[NH4+]. (5) The reactants are: [NH:1]1[C:5]2[CH:6]=[CH:7][CH:8]=[CH:9][C:4]=2[N:3]=[C:2]1[C:10]([N:12]([CH2:34][CH:35]([CH3:37])[CH3:36])[C@H:13]1[CH2:18][C@@H:17]([C:19]([N:21]2[CH2:26][CH2:25][O:24][CH2:23][CH2:22]2)=[O:20])[CH2:16][N:15]([C:27]([O:29][C:30]([CH3:33])([CH3:32])[CH3:31])=[O:28])[CH2:14]1)=[O:11].[CH2:38](O)[CH2:39][CH2:40][CH2:41][CH2:42][OH:43].C1(P(C2C=CC=CC=2)C2C=CC=CC=2)C=CC=CC=1.N(C(OC(C)C)=O)=NC(OC(C)C)=O. Given the product [OH:43][CH2:42][CH2:41][CH2:40][CH2:39][CH2:38][N:1]1[C:5]2[CH:6]=[CH:7][CH:8]=[CH:9][C:4]=2[N:3]=[C:2]1[C:10]([N:12]([CH2:34][CH:35]([CH3:37])[CH3:36])[C@H:13]1[CH2:18][C@@H:17]([C:19]([N:21]2[CH2:22][CH2:23][O:24][CH2:25][CH2:26]2)=[O:20])[CH2:16][N:15]([C:27]([O:29][C:30]([CH3:31])([CH3:32])[CH3:33])=[O:28])[CH2:14]1)=[O:11], predict the reactants needed to synthesize it. (6) Given the product [CH3:32][O:31][CH2:30][N:26]1[C:25]2[CH:33]=[CH:34][C:22]([C:9]([C:11]3[NH:15][N:14]=[CH:13][CH:12]=3)=[CH2:10])=[CH:23][C:24]=2[S:28][C:27]1=[O:29], predict the reactants needed to synthesize it. The reactants are: FC(F)(F)C(O)=O.O[C:9]([C:22]1[CH:34]=[CH:33][C:25]2[N:26]([CH2:30][O:31][CH3:32])[C:27](=[O:29])[S:28][C:24]=2[CH:23]=1)([C:11]1[N:15](C2CCCCO2)[N:14]=[CH:13][CH:12]=1)[CH3:10].C(Cl)Cl. (7) Given the product [CH3:12][C:8]1[CH:7]=[C:6]2[C:11](=[CH:10][CH:9]=1)[CH:2]=[N:3][C:4]([C:13]([OH:15])=[O:14])=[CH:5]2, predict the reactants needed to synthesize it. The reactants are: C[C:2]1[C:11]2[C:6](=[CH:7][C:8]([CH3:12])=[CH:9][CH:10]=2)[CH:5]=[C:4]([C:13]([OH:15])=[O:14])[N:3]=1.[OH-].[K+]. (8) Given the product [C:1]1([CH2:7][O:8][C:9](=[O:10])[NH:11][CH2:12][C@@H:13]2[CH2:17][CH2:16][NH:15][CH2:14]2)[CH:2]=[CH:3][CH:4]=[CH:5][CH:6]=1, predict the reactants needed to synthesize it. The reactants are: [C:1]1([CH2:7][O:8][C:9]([NH:11][CH2:12][C@@H:13]2[CH2:17][CH2:16][N:15](C(OC(C)(C)C)=O)[CH2:14]2)=[O:10])[CH:6]=[CH:5][CH:4]=[CH:3][CH:2]=1.C(O)(C(F)(F)F)=O.